Dataset: Forward reaction prediction with 1.9M reactions from USPTO patents (1976-2016). Task: Predict the product of the given reaction. (1) Given the reactants I[C:2]1[C:10]2[C:5](=[N:6][CH:7]=[C:8]([C:11]3[CH:12]=[N:13][N:14]([CH:16]4[CH2:21][CH2:20][N:19]([C:22]([O:24][C:25]([CH3:28])([CH3:27])[CH3:26])=[O:23])[CH2:18][CH2:17]4)[CH:15]=3)[CH:9]=2)[N:4]([S:29]([C:32]2[CH:38]=[CH:37][C:35]([CH3:36])=[CH:34][CH:33]=2)(=[O:31])=[O:30])[CH:3]=1.[CH2:39]([N:47]1[CH:51]=[C:50](B2OC(C)(C)C(C)(C)O2)[CH:49]=[N:48]1)[CH2:40][C:41]1[CH:46]=[CH:45][CH:44]=[CH:43][CH:42]=1.C(=O)([O-])[O-].[Na+].[Na+], predict the reaction product. The product is: [CH2:39]([N:47]1[CH:51]=[C:50]([C:2]2[C:10]3[C:5](=[N:6][CH:7]=[C:8]([C:11]4[CH:12]=[N:13][N:14]([CH:16]5[CH2:21][CH2:20][N:19]([C:22]([O:24][C:25]([CH3:28])([CH3:27])[CH3:26])=[O:23])[CH2:18][CH2:17]5)[CH:15]=4)[CH:9]=3)[N:4]([S:29]([C:32]3[CH:38]=[CH:37][C:35]([CH3:36])=[CH:34][CH:33]=3)(=[O:31])=[O:30])[CH:3]=2)[CH:49]=[N:48]1)[CH2:40][C:41]1[CH:46]=[CH:45][CH:44]=[CH:43][CH:42]=1. (2) Given the reactants [NH2:1][C:2]1[N:10]=[CH:9][N:8]=[C:7]2[C:3]=1[N:4]([C:27]1[CH:32]=[CH:31][C:30]([O:33][C:34]3[CH:39]=[CH:38][CH:37]=[CH:36][CH:35]=3)=[CH:29][CH:28]=1)[C:5](=[O:26])[N:6]2[C:11]1[CH:12]=[C:13]([N:17](C)[C:18](=O)OC(C)(C)C)[CH:14]=[CH:15][CH:16]=1.C(O)(C(F)(F)F)=O, predict the reaction product. The product is: [NH2:1][C:2]1[N:10]=[CH:9][N:8]=[C:7]2[C:3]=1[N:4]([C:27]1[CH:32]=[CH:31][C:30]([O:33][C:34]3[CH:35]=[CH:36][CH:37]=[CH:38][CH:39]=3)=[CH:29][CH:28]=1)[C:5](=[O:26])[N:6]2[C:11]1[CH:16]=[CH:15][CH:14]=[C:13]([NH:17][CH3:18])[CH:12]=1. (3) The product is: [CH3:1][C:2]1([CH3:25])[CH2:11][CH2:10][C:9]([CH3:12])([CH3:13])[C:8]2[CH:7]=[C:6]([CH2:14][C:15]3[CH:16]=[C:17]([CH:20]=[O:21])[S:18][CH:19]=3)[CH:5]=[CH:4][C:3]1=2. Given the reactants [CH3:1][C:2]1([CH3:25])[CH2:11][CH2:10][C:9]([CH3:13])([CH3:12])[C:8]2[CH:7]=[C:6]([CH2:14][C:15]3[CH:16]=[C:17]([CH:20]4OCC[O:21]4)[S:18][CH:19]=3)[CH:5]=[CH:4][C:3]1=2.Cl.CO, predict the reaction product. (4) Given the reactants Cl.[Cl:2][C:3]1[CH:8]=[CH:7][C:6]([CH2:9][CH2:10][C:11](=O)[CH2:12][N:13]2[CH:17]=[CH:16][N:15]=[CH:14]2)=[CH:5][CH:4]=1.[CH2:19]([SH:22])[CH2:20][SH:21], predict the reaction product. The product is: [ClH:2].[Cl:2][C:3]1[CH:8]=[CH:7][C:6]([CH2:9][CH2:10][C:11]2([CH2:12][N:13]3[CH:17]=[CH:16][N:15]=[CH:14]3)[S:22][CH2:19][CH2:20][S:21]2)=[CH:5][CH:4]=1. (5) Given the reactants [NH2:1][CH2:2][CH:3]1[C:7]2[CH:8]=[C:9]([C:12]3[C:20]4[C:15](=[CH:16][C:17]([F:21])=[CH:18][CH:19]=4)[NH:14][CH:13]=3)[CH:10]=[CH:11][C:6]=2[S:5](=[O:23])(=[O:22])[N:4]1C(C)(C)C.CO, predict the reaction product. The product is: [NH2:1][CH2:2][CH:3]1[C:7]2[CH:8]=[C:9]([C:12]3[C:20]4[C:15](=[CH:16][C:17]([F:21])=[CH:18][CH:19]=4)[NH:14][CH:13]=3)[CH:10]=[CH:11][C:6]=2[S:5](=[O:23])(=[O:22])[NH:4]1.